From a dataset of Forward reaction prediction with 1.9M reactions from USPTO patents (1976-2016). Predict the product of the given reaction. (1) Given the reactants [CH3:1][C:2]1[O:3][C:4]2[C:10]([NH:11][C:12]([NH2:14])=[S:13])=[CH:9][CH:8]=[CH:7][C:5]=2[CH:6]=1.Br[CH2:16][C:17]([C:19]1[CH:20]=[N:21][CH:22]=[CH:23][CH:24]=1)=O.Br, predict the reaction product. The product is: [CH3:1][C:2]1[O:3][C:4]2[C:10]([NH:11][C:12]3[S:13][CH:16]=[C:17]([C:19]4[CH:20]=[N:21][CH:22]=[CH:23][CH:24]=4)[N:14]=3)=[CH:9][CH:8]=[CH:7][C:5]=2[CH:6]=1. (2) Given the reactants C(=O)(O)[O-].[Na+].[CH3:6][O:7][C:8](=[O:18])[CH2:9][CH2:10][CH2:11][CH2:12][CH2:13][CH2:14][C:15]([OH:17])=[O:16].Br[CH2:20][C:21]([C:23]1[CH:28]=[CH:27][CH:26]=[CH:25][CH:24]=1)=[O:22], predict the reaction product. The product is: [O:22]=[C:21]([C:23]1[CH:28]=[CH:27][CH:26]=[CH:25][CH:24]=1)[CH2:20][O:17][C:15](=[O:16])[CH2:14][CH2:13][CH2:12][CH2:11][CH2:10][CH2:9][C:8]([O:7][CH3:6])=[O:18]. (3) Given the reactants [CH3:1][CH:2]1[CH2:18][CH2:17][N:5]2[C:6](=[O:16])[CH:7]=[C:8]([C:10]3[CH:15]=[CH:14][N:13]=[CH:12][CH:11]=3)[N:9]=[C:4]2[NH:3]1.[H-].[Na+].[N:21]1[C:29]2[CH2:28][C@H:27]([CH2:30]OS(C)(=O)=O)[CH2:26][C:25]=2[CH:24]=[CH:23][CH:22]=1.O, predict the reaction product. The product is: [N:21]1[C:29]2[CH2:28][C@H:27]([CH2:30][N:3]3[C:4]4=[N:9][C:8]([C:10]5[CH:15]=[CH:14][N:13]=[CH:12][CH:11]=5)=[CH:7][C:6](=[O:16])[N:5]4[CH2:17][CH2:18][CH:2]3[CH3:1])[CH2:26][C:25]=2[CH:24]=[CH:23][CH:22]=1. (4) Given the reactants [H-].[Na+].C(O[C:6](=O)[CH2:7][NH:8][C:9]([O:11]CC)=[O:10])C.C(O[C:18](=[O:22])[CH:19]=[CH:20][CH3:21])C.C(O)(=O)C.[CH:27]([NH2:29])=[NH:28].[O-]CC.[Na+].[C:34]1([CH3:40])[CH:39]=CC=C[CH:35]=1, predict the reaction product. The product is: [C:34]([O:11][C:9]([N:8]1[CH:20]([CH3:21])[C:19]2[C:18](=[O:22])[NH:29][CH:27]=[N:28][C:6]=2[CH2:7]1)=[O:10])([CH3:35])([CH3:39])[CH3:40]. (5) Given the reactants [Br:1][C:2]1[CH:6]=[C:5]([C:7]2[O:12][C:11](=[O:13])[C:10]3[CH:14]=[C:15]([Br:19])[CH:16]=[C:17]([Br:18])[C:9]=3[N:8]=2)[N:4]([C:20]2[C:25]([Cl:26])=[CH:24][CH:23]=[CH:22][N:21]=2)[N:3]=1.O.[NH2:28][NH2:29], predict the reaction product. The product is: [Br:1][C:2]1[CH:6]=[C:5]([C:7]([NH:8][C:9]2[C:17]([Br:18])=[CH:16][C:15]([Br:19])=[CH:14][C:10]=2[C:11]([NH:28][NH2:29])=[O:13])=[O:12])[N:4]([C:20]2[C:25]([Cl:26])=[CH:24][CH:23]=[CH:22][N:21]=2)[N:3]=1. (6) Given the reactants [Cl:1][C:2]1[CH:16]=[CH:15][C:5]([O:6][CH:7]([CH2:13][CH3:14])[C:8]([O:10]CC)=[O:9])=[C:4]([C:17]#[C:18][C:19]2[CH:24]=[C:23]([S:25]([CH2:28][CH2:29][CH3:30])(=[O:27])=[O:26])[CH:22]=[CH:21][C:20]=2[CH3:31])[CH:3]=1.[OH-].[Na+].Cl, predict the reaction product. The product is: [Cl:1][C:2]1[CH:16]=[CH:15][C:5]([O:6][CH:7]([CH2:13][CH3:14])[C:8]([OH:10])=[O:9])=[C:4]([C:17]#[C:18][C:19]2[CH:24]=[C:23]([S:25]([CH2:28][CH2:29][CH3:30])(=[O:27])=[O:26])[CH:22]=[CH:21][C:20]=2[CH3:31])[CH:3]=1.